From a dataset of Catalyst prediction with 721,799 reactions and 888 catalyst types from USPTO. Predict which catalyst facilitates the given reaction. (1) Reactant: [Cl-].[CH3:2][O:3]C[P+](C1C=CC=CC=1)(C1C=CC=CC=1)C1C=CC=CC=1.C[Si](C)(C)[N-][Si](C)(C)C.[K+].[CH3:34][O:35][C:36]1[CH:41]=[CH:40][C:39]([CH:42]2[CH2:47][CH2:46][C:45](=O)[CH2:44][CH2:43]2)=[CH:38][CH:37]=1.Cl. Product: [CH3:34][O:35][C:36]1[CH:41]=[CH:40][C:39]([C@H:42]2[CH2:47][CH2:46][C@H:45]([CH:2]=[O:3])[CH2:44][CH2:43]2)=[CH:38][CH:37]=1. The catalyst class is: 387. (2) Reactant: Br[C:2]1[CH:3]=[CH:4][C:5]([CH2:21][CH3:22])=[C:6]([CH:8]2[C:13](=[O:14])[C:12]([CH3:16])([CH3:15])[C:11](=[O:17])[C:10]([CH3:19])([CH3:18])[C:9]2=[O:20])[CH:7]=1.[F-].[Cs+].[Cl:25][C:26]1[N:31]=[C:30]([CH3:32])[C:29](B(O)O)=[CH:28][CH:27]=1. Product: [Cl:25][C:26]1[N:31]=[C:30]([CH3:32])[C:29]([C:2]2[CH:3]=[CH:4][C:5]([CH2:21][CH3:22])=[C:6]([CH:8]3[C:13](=[O:14])[C:12]([CH3:15])([CH3:16])[C:11](=[O:17])[C:10]([CH3:19])([CH3:18])[C:9]3=[O:20])[CH:7]=2)=[CH:28][CH:27]=1. The catalyst class is: 46. (3) Reactant: [CH2:1]([O:3][C:4](=[O:24])[CH2:5][C@@H:6]([N:13]1[C:17]2=[N:18][C:19]([CH3:22])=[CH:20][CH:21]=[C:16]2[NH:15][C:14]1=[O:23])[C:7]1[CH:12]=[CH:11][CH:10]=[CH:9][CH:8]=1)[CH3:2].C([O-])([O-])=O.[K+].[K+].[I-].[CH3:32][N:33]1[C:41]2[C:36](=[C:37]([CH3:42])[CH:38]=[CH:39][CH:40]=2)[C:35]([CH2:43][N+](C)(C)C)=[CH:34]1. Product: [CH2:1]([O:3][C:4](=[O:24])[CH2:5][C@@H:6]([N:13]1[C:17]2=[N:18][C:19]([CH3:22])=[CH:20][CH:21]=[C:16]2[N:15]([CH2:43][C:35]2[C:36]3[C:41](=[CH:40][CH:39]=[CH:38][C:37]=3[CH3:42])[N:33]([CH3:32])[CH:34]=2)[C:14]1=[O:23])[C:7]1[CH:8]=[CH:9][CH:10]=[CH:11][CH:12]=1)[CH3:2]. The catalyst class is: 39. (4) Reactant: [Br:1][C:2]1[CH:3]=[CH:4][C:5]2[N:6]([C:8]([C:12](=[S:14])[NH2:13])=[C:9]([CH3:11])[N:10]=2)[CH:7]=1.Cl[CH:16]([C:22](=O)[C:23]1[CH:28]=[CH:27][CH:26]=[CH:25][CH:24]=1)[C:17]([O:19][CH2:20][CH3:21])=[O:18]. Product: [Br:1][C:2]1[CH:3]=[CH:4][C:5]2[N:6]([C:8]([C:12]3[S:14][C:16]([C:17]([O:19][CH2:20][CH3:21])=[O:18])=[C:22]([C:23]4[CH:28]=[CH:27][CH:26]=[CH:25][CH:24]=4)[N:13]=3)=[C:9]([CH3:11])[N:10]=2)[CH:7]=1. The catalyst class is: 3. (5) Reactant: [CH2:1]([NH:8][C@@H:9]1[CH2:18][C:17]2[C:12](=[CH:13][CH:14]=[CH:15][C:16]=2[OH:19])[CH2:11][C@H:10]1[OH:20])[C:2]1[CH:7]=[CH:6][CH:5]=[CH:4][CH:3]=1.C[O-].[Na+].Br[CH2:25][C:26]([O:28][CH2:29][CH3:30])=[O:27]. Product: [CH2:1]([NH:8][C@@H:9]1[CH2:18][C:17]2[C:12](=[CH:13][CH:14]=[CH:15][C:16]=2[O:19][CH2:25][C:26]([O:28][CH2:29][CH3:30])=[O:27])[CH2:11][C@H:10]1[OH:20])[C:2]1[CH:3]=[CH:4][CH:5]=[CH:6][CH:7]=1. The catalyst class is: 16. (6) Reactant: FC(F)(F)C(OC(=O)C(F)(F)F)=O.N1C=CC=CC=1.[CH3:20][O:21][C:22](=[O:52])[CH:23]([O:50][CH3:51])[CH:24]([C:26]1[CH:31]=[CH:30][C:29]([O:32][CH2:33][CH2:34][CH2:35][O:36][C:37]2[CH:42]=[CH:41][C:40]([C:43]3[CH:48]=[CH:47][CH:46]=[CH:45][CH:44]=3)=[CH:39][CH:38]=2)=[C:28]([F:49])[CH:27]=1)O. Product: [CH3:20][O:21][C:22](=[O:52])[CH:23]([O:50][CH3:51])[CH2:24][C:26]1[CH:31]=[CH:30][C:29]([O:32][CH2:33][CH2:34][CH2:35][O:36][C:37]2[CH:42]=[CH:41][C:40]([C:43]3[CH:48]=[CH:47][CH:46]=[CH:45][CH:44]=3)=[CH:39][CH:38]=2)=[C:28]([F:49])[CH:27]=1. The catalyst class is: 2.